Dataset: Peptide-MHC class I binding affinity with 185,985 pairs from IEDB/IMGT. Task: Regression. Given a peptide amino acid sequence and an MHC pseudo amino acid sequence, predict their binding affinity value. This is MHC class I binding data. The peptide sequence is FPAPRAETL. The MHC is HLA-B35:01 with pseudo-sequence HLA-B35:01. The binding affinity (normalized) is 1.00.